Predict the reaction yield, written as a fraction of the theoretical maximum amount of product (1.0 means a 100% yield; for example, 0.34 means a 34% yield). From a dataset of Reaction yield outcomes from USPTO patents with 853,638 reactions. The catalyst is CO.O1CCCC1. The reactants are S(=O)(=O)(O)O.[CH3:6][N:7]1[C:15]2[C:10](=[C:11]([O:25]COCC[Si](C)(C)C)[CH:12]=[C:13]([CH2:16][C:17]3[C:18]([NH2:24])=[N:19][C:20]([NH2:23])=[N:21][CH:22]=3)[CH:14]=2)[CH:9]=[CH:8]1. The yield is 1.00. The product is [NH2:23][C:20]1[N:19]=[C:18]([NH2:24])[C:17]([CH2:16][C:13]2[CH:12]=[C:11]([OH:25])[C:10]3[CH:9]=[CH:8][N:7]([CH3:6])[C:15]=3[CH:14]=2)=[CH:22][N:21]=1.